This data is from Forward reaction prediction with 1.9M reactions from USPTO patents (1976-2016). The task is: Predict the product of the given reaction. Given the reactants [CH2:1]([C:5]1([CH2:35][CH2:36][CH2:37][CH3:38])[C:14]2[C:9](=[CH:10][C:11]([F:15])=[CH:12][CH:13]=2)[C:8]([OH:16])=[C:7]([C:17]2[NH:22][C:21]3[CH:23]=[CH:24][C:25](/[CH:27]=[CH:28]/[C:29]([NH2:31])=[O:30])=[CH:26][C:20]=3[S:19](=[O:33])(=[O:32])[N:18]=2)[C:6]1=[O:34])[CH2:2][CH2:3][CH3:4], predict the reaction product. The product is: [CH2:1]([C:5]1([CH2:35][CH2:36][CH2:37][CH3:38])[C:14]2[C:9](=[CH:10][C:11]([F:15])=[CH:12][CH:13]=2)[C:8]([OH:16])=[C:7]([C:17]2[NH:22][C:21]3[CH:23]=[CH:24][C:25]([CH2:27][CH2:28][C:29]([NH2:31])=[O:30])=[CH:26][C:20]=3[S:19](=[O:32])(=[O:33])[N:18]=2)[C:6]1=[O:34])[CH2:2][CH2:3][CH3:4].